From a dataset of Full USPTO retrosynthesis dataset with 1.9M reactions from patents (1976-2016). Predict the reactants needed to synthesize the given product. (1) Given the product [F:16][C:17]1[CH:18]=[CH:19][C:20]([CH2:21][CH:22]2[CH2:23][CH2:24][N:25]([CH2:2][C:3]([NH:5][C:6]3[CH:11]=[CH:10][C:9]([N+:12]([O-:14])=[O:13])=[CH:8][CH:7]=3)=[O:4])[CH2:26][CH2:27]2)=[CH:28][CH:29]=1, predict the reactants needed to synthesize it. The reactants are: Cl[CH2:2][C:3]([NH:5][C:6]1[CH:11]=[CH:10][C:9]([N+:12]([O-:14])=[O:13])=[CH:8][CH:7]=1)=[O:4].Cl.[F:16][C:17]1[CH:29]=[CH:28][C:20]([CH2:21][CH:22]2[CH2:27][CH2:26][NH:25][CH2:24][CH2:23]2)=[CH:19][CH:18]=1. (2) Given the product [O:31]=[C:29]([CH:25]1[CH2:26][CH2:27][CH2:28][C:23]2([O:19][CH2:20][CH2:21][O:22]2)[CH2:24]1)[CH2:3][C:4]([O:6][CH2:7][CH3:8])=[O:5], predict the reactants needed to synthesize it. The reactants are: O=C(C1CCC2(OCCO2)CC1)[CH2:3][C:4]([O:6][CH2:7][CH3:8])=[O:5].[O:19]1[C:23]2([CH2:28][CH2:27][CH2:26][CH:25]([C:29]([OH:31])=O)[CH2:24]2)[O:22][CH2:21][CH2:20]1.O1C2(CCC(C(O)=O)CC2)OCC1. (3) Given the product [Si:1]([O:8][CH2:9][CH2:10][N:11]1[C:15]([CH:16]=[O:17])=[CH:14][C:13]([CH:18]=[O:19])=[N:12]1)([C:4]([CH3:7])([CH3:5])[CH3:6])([CH3:3])[CH3:2], predict the reactants needed to synthesize it. The reactants are: [Si:1]([O:8][CH2:9][CH2:10][N:11]1[C:15]([CH2:16][OH:17])=[CH:14][C:13]([CH2:18][OH:19])=[N:12]1)([C:4]([CH3:7])([CH3:6])[CH3:5])([CH3:3])[CH3:2].C[N+]1([O-])CCOCC1.C([N+](CCC)(CCC)CCC)CC. (4) Given the product [CH2:17]1[C:25]2[C:20](=[CH:21][CH:22]=[CH:23][CH:24]=2)[CH2:19][N:18]1[C:14]([C:2]1([OH:1])[CH2:6][CH2:5][N:4]([C:7]2[CH:8]=[CH:9][CH:10]=[CH:11][CH:12]=2)[C:3]1=[O:13])=[O:16], predict the reactants needed to synthesize it. The reactants are: [OH:1][C:2]1([C:14]([OH:16])=O)[CH2:6][CH2:5][N:4]([C:7]2[CH:12]=[CH:11][CH:10]=[CH:9][CH:8]=2)[C:3]1=[O:13].[CH2:17]1[C:25]2[C:20](=[CH:21][CH:22]=[CH:23][CH:24]=2)[CH2:19][NH:18]1.CN1CCOCC1. (5) Given the product [F:1][C:2]1[CH:3]=[CH:4][C:5]([CH:8]([O:29][C:30]2[CH:35]=[CH:34][CH:33]=[CH:32][CH:31]=2)[CH2:9][CH2:10][N:11]2[CH2:16][CH2:15][CH:14]([C:17]3[CH:18]=[C:19]([NH:23][C:24](=[O:28])[CH:25]([CH3:26])[CH3:27])[CH:20]=[CH:21][CH:22]=3)[CH2:13][CH2:12]2)=[CH:6][CH:7]=1, predict the reactants needed to synthesize it. The reactants are: [F:1][C:2]1[CH:7]=[CH:6][C:5]([CH:8]([OH:29])[CH2:9][CH2:10][N:11]2[CH2:16][CH2:15][CH:14]([C:17]3[CH:18]=[C:19]([NH:23][C:24](=[O:28])[CH:25]([CH3:27])[CH3:26])[CH:20]=[CH:21][CH:22]=3)[CH2:13][CH2:12]2)=[CH:4][CH:3]=1.[C:30]1(O)[CH:35]=[CH:34][CH:33]=[CH:32][CH:31]=1.